From a dataset of Reaction yield outcomes from USPTO patents with 853,638 reactions. Predict the reaction yield, written as a fraction of the theoretical maximum amount of product (1.0 means a 100% yield; for example, 0.34 means a 34% yield). (1) The reactants are [CH2:1]([O:8][C:9]([CH:11]1[CH2:16][CH2:15][N:14](NC(OC(C)(C)C)=O)[CH2:13][CH2:12]1)=[O:10])[C:2]1[CH:7]=[CH:6][CH:5]=[CH:4][CH:3]=1.[ClH:25]. The catalyst is O1CCOCC1. The product is [ClH:25].[CH2:1]([O:8][C:9]([CH:11]1[CH2:16][CH2:15][NH:14][CH2:13][CH2:12]1)=[O:10])[C:2]1[CH:3]=[CH:4][CH:5]=[CH:6][CH:7]=1. The yield is 0.540. (2) The reactants are [Cl:1][C:2]1[CH:7]=[C:6](I)[CH:5]=[C:4]([Cl:9])[N:3]=1.CC1(C)C(C)(C)OB([C:18]2[CH2:23][CH2:22][N:21]([C:24]([O:26][C:27]([CH3:30])([CH3:29])[CH3:28])=[O:25])[CH2:20][CH:19]=2)O1.C(=O)([O-])[O-].[K+].[K+]. The catalyst is O1CCOCC1.O.C1C=CC(P(C2C=CC=CC=2)[C-]2C=CC=C2)=CC=1.C1C=CC(P(C2C=CC=CC=2)[C-]2C=CC=C2)=CC=1.Cl[Pd]Cl.[Fe+2].C(Cl)Cl. The product is [Cl:1][C:2]1[CH:7]=[C:6]([C:18]2[CH2:23][CH2:22][N:21]([C:24]([O:26][C:27]([CH3:30])([CH3:29])[CH3:28])=[O:25])[CH2:20][CH:19]=2)[CH:5]=[C:4]([Cl:9])[N:3]=1. The yield is 0.560.